Dataset: Full USPTO retrosynthesis dataset with 1.9M reactions from patents (1976-2016). Task: Predict the reactants needed to synthesize the given product. (1) Given the product [CH2:23]([C:20]1[O:19][C:18]([C@@H:13]2[C@@H:14]([OH:17])[C@@H:15]([OH:16])[C@H:11]([N:6]3[CH:5]=[N:4][C:3]4[C:7]3=[N:8][CH:9]=[N:10][C:2]=4[NH:35][CH:36]3[CH2:41][CH2:40][O:39][CH2:38][CH2:37]3)[O:12]2)=[N:22][CH:21]=1)[CH3:24], predict the reactants needed to synthesize it. The reactants are: Cl[C:2]1[N:10]=[CH:9][N:8]=[C:7]2[C:3]=1[N:4]=[CH:5][N:6]2[C@H:11]1[C@H:15]([OH:16])[C@H:14]([OH:17])[C@@H:13]([C:18]2[O:19][C:20]([CH2:23][CH3:24])=[CH:21][N:22]=2)[O:12]1.C(N(C(C)C)CC)(C)C.Cl.[NH2:35][CH:36]1[CH2:41][CH2:40][O:39][CH2:38][CH2:37]1. (2) Given the product [CH3:24][O:25][C:26]([C:27]1[N:36]=[CH:37][N:7]([CH2:6][C:5]2[CH:4]=[C:3]([C:2]([F:15])([F:16])[F:1])[CH:10]=[C:9]([C:11]([F:14])([F:12])[F:13])[CH:8]=2)[C:28]=1[C:29]1[CH:34]=[CH:33][CH:32]=[CH:31][CH:30]=1)=[O:38], predict the reactants needed to synthesize it. The reactants are: [F:1][C:2]([F:16])([F:15])[C:3]1[CH:4]=[C:5]([CH:8]=[C:9]([C:11]([F:14])([F:13])[F:12])[CH:10]=1)[CH2:6][NH2:7].C(N(CC)CC)C.[CH3:24][O:25][C:26](=[O:38])/[C:27](/[N:36]=[CH2:37])=[C:28](/Br)\[C:29]1[CH:34]=[CH:33][CH:32]=[CH:31][CH:30]=1.C([O-])(O)=O.[Na+]. (3) Given the product [NH2:7][CH2:8][CH2:9][CH2:10][N:11]([CH2:16][C:17]1[CH:22]=[CH:21][CH:20]=[C:19]([C:23]2[CH:28]=[CH:27][N:26]=[C:25]([NH:40][CH2:39][CH2:38][C:33]3[CH:34]=[CH:35][CH:36]=[CH:37][C:32]=3[Cl:31])[N:24]=2)[CH:18]=1)[S:12]([CH3:15])(=[O:13])=[O:14], predict the reactants needed to synthesize it. The reactants are: C(OC(=O)[NH:7][CH2:8][CH2:9][CH2:10][N:11]([CH2:16][C:17]1[CH:22]=[CH:21][CH:20]=[C:19]([C:23]2[CH:28]=[CH:27][N:26]=[C:25](Cl)[N:24]=2)[CH:18]=1)[S:12]([CH3:15])(=[O:14])=[O:13])(C)(C)C.[Cl:31][C:32]1[CH:37]=[CH:36][CH:35]=[CH:34][C:33]=1[CH2:38][CH2:39][NH2:40]. (4) Given the product [C:2]([O:5][C:6]1[CH:7]=[C:8]([CH:23]=[CH:24][C:25]=1[CH3:26])[NH:9][C:10]1[C:19]2[C:14](=[CH:15][C:16]([O:22][CH2:30][C:31]3[CH:35]=[CH:34][S:33][CH:32]=3)=[C:17]([O:20][CH3:21])[CH:18]=2)[N:13]=[CH:12][N:11]=1)(=[O:4])[CH3:3], predict the reactants needed to synthesize it. The reactants are: Cl.[C:2]([O:5][C:6]1[CH:7]=[C:8]([CH:23]=[CH:24][C:25]=1[CH3:26])[NH:9][C:10]1[C:19]2[C:14](=[CH:15][C:16]([OH:22])=[C:17]([O:20][CH3:21])[CH:18]=2)[N:13]=[CH:12][N:11]=1)(=[O:4])[CH3:3].[I-].[K+].Cl[CH2:30][C:31]1[CH:35]=[CH:34][S:33][CH:32]=1. (5) Given the product [CH3:1][C:2]12[O:25][CH:3]1[CH2:4][CH2:5][N:6]([C:8]([O:10][CH2:11][CH2:12][Si:13]([CH3:15])([CH3:14])[CH3:16])=[O:9])[CH2:7]2, predict the reactants needed to synthesize it. The reactants are: [CH3:1][C:2]1[CH2:7][N:6]([C:8]([O:10][CH2:11][CH2:12][Si:13]([CH3:16])([CH3:15])[CH3:14])=[O:9])[CH2:5][CH2:4][CH:3]=1.ClC1C=CC=C(C(OO)=[O:25])C=1. (6) The reactants are: Cl[C:2]1[C:7]([CH:8]=[O:9])=[C:6]([N:10]2[CH2:22][CH2:21][N:13]3[C:14]4[CH2:15][CH2:16][CH2:17][CH2:18][C:19]=4[CH:20]=[C:12]3[C:11]2=[O:23])[N:5]=[CH:4][CH:3]=1.[CH3:24][N:25]1[CH:30]=[C:29](B2OC(C)(C)C(C)(C)O2)[CH:28]=[C:27]([NH:40][C:41]2[CH:46]=[CH:45][C:44]([N:47]3[CH2:52][CH2:51][N:50]([CH:53]4[CH2:56][O:55][CH2:54]4)[CH2:49][CH2:48]3)=[CH:43][N:42]=2)[C:26]1=[O:57]. Given the product [CH3:24][N:25]1[C:26](=[O:57])[C:27]([NH:40][C:41]2[CH:46]=[CH:45][C:44]([N:47]3[CH2:52][CH2:51][N:50]([CH:53]4[CH2:54][O:55][CH2:56]4)[CH2:49][CH2:48]3)=[CH:43][N:42]=2)=[CH:28][C:29]([C:2]2[C:7]([CH:8]=[O:9])=[C:6]([N:10]3[CH2:22][CH2:21][N:13]4[C:14]5[CH2:15][CH2:16][CH2:17][CH2:18][C:19]=5[CH:20]=[C:12]4[C:11]3=[O:23])[N:5]=[CH:4][CH:3]=2)=[CH:30]1, predict the reactants needed to synthesize it. (7) Given the product [OH:1][C:2]1[C:11]2[C:6](=[CH:7][C:8]([C:12]([NH:28][NH2:29])=[O:14])=[CH:9][CH:10]=2)[N:5]=[CH:4][N:3]=1, predict the reactants needed to synthesize it. The reactants are: [OH:1][C:2]1[C:11]2[C:6](=[CH:7][C:8]([C:12]([OH:14])=O)=[CH:9][CH:10]=2)[N:5]=[CH:4][N:3]=1.C(C1NC=CN=1)(C1NC=CN=1)=O.O.[NH2:28][NH2:29].